From a dataset of Reaction yield outcomes from USPTO patents with 853,638 reactions. Predict the reaction yield, written as a fraction of the theoretical maximum amount of product (1.0 means a 100% yield; for example, 0.34 means a 34% yield). The catalyst is C1(C)C=CC=CC=1.C1(C)C=CC(S(O)(=O)=O)=CC=1. The reactants are [OH:1][CH2:2][C@@H:3]1[NH:7][C:6](=[O:8])[CH2:5][CH2:4]1.CO[C:11](OC)([CH3:13])[CH3:12]. The product is [CH3:12][C:11]1([CH3:13])[N:7]2[C:6](=[O:8])[CH2:5][CH2:4][C@@H:3]2[CH2:2][O:1]1. The yield is 1.03.